From a dataset of Peptide-MHC class II binding affinity with 134,281 pairs from IEDB. Regression. Given a peptide amino acid sequence and an MHC pseudo amino acid sequence, predict their binding affinity value. This is MHC class II binding data. (1) The peptide sequence is NNRIWLQFAKLTGFT. The MHC is HLA-DQA10101-DQB10501 with pseudo-sequence HLA-DQA10101-DQB10501. The binding affinity (normalized) is 0.218. (2) The MHC is HLA-DPA10103-DPB10301 with pseudo-sequence HLA-DPA10103-DPB10301. The peptide sequence is PFKVAATAANAAPAN. The binding affinity (normalized) is 0.472. (3) The peptide sequence is YVDEHLMCEIEGHHL. The MHC is HLA-DQA10301-DQB10302 with pseudo-sequence HLA-DQA10301-DQB10302. The binding affinity (normalized) is 0.181. (4) The peptide sequence is YDKFLANVSTVLTGG. The MHC is DRB1_0401 with pseudo-sequence DRB1_0401. The binding affinity (normalized) is 0.705. (5) The peptide sequence is KLIADSIDFNQVAQV. The MHC is DRB1_0901 with pseudo-sequence DRB1_0901. The binding affinity (normalized) is 0.114.